Dataset: Peptide-MHC class II binding affinity with 134,281 pairs from IEDB. Task: Regression. Given a peptide amino acid sequence and an MHC pseudo amino acid sequence, predict their binding affinity value. This is MHC class II binding data. (1) The peptide sequence is ISSYFVGKMYFNL. The MHC is DRB1_1101 with pseudo-sequence DRB1_1101. The binding affinity (normalized) is 0.260. (2) The MHC is HLA-DQA10103-DQB10603 with pseudo-sequence HLA-DQA10103-DQB10603. The binding affinity (normalized) is 0.260. The peptide sequence is KTFEREYPTIKQKKPHHHHHH.